This data is from Forward reaction prediction with 1.9M reactions from USPTO patents (1976-2016). The task is: Predict the product of the given reaction. (1) Given the reactants [CH2:1]=[C:2]([C:4]1[N:5]=[CH:6][C:7]([O:10][C@H:11]2[CH2:32][N:14]3[CH2:15][CH2:16][N:17]([S:19]([C:22]4[CH:27]=[CH:26][C:25]([C:28]([F:31])([F:30])[F:29])=[CH:24][CH:23]=4)(=[O:21])=[O:20])[CH2:18][C@@H:13]3[CH2:12]2)=[N:8][CH:9]=1)[CH3:3].[H][H], predict the reaction product. The product is: [CH:2]([C:4]1[N:5]=[CH:6][C:7]([O:10][C@H:11]2[CH2:32][N:14]3[CH2:15][CH2:16][N:17]([S:19]([C:22]4[CH:27]=[CH:26][C:25]([C:28]([F:30])([F:31])[F:29])=[CH:24][CH:23]=4)(=[O:20])=[O:21])[CH2:18][C@@H:13]3[CH2:12]2)=[N:8][CH:9]=1)([CH3:3])[CH3:1]. (2) Given the reactants [Br:1][C:2]1[CH:7]=[CH:6][C:5]([C:8]([C:10]2[CH:15]=[CH:14][C:13]([OH:16])=[CH:12][CH:11]=2)=O)=[C:4]([F:17])[CH:3]=1.[C:18]1(=O)[CH2:23][CH2:22][CH2:21][CH2:20][CH2:19]1, predict the reaction product. The product is: [Br:1][C:2]1[CH:7]=[CH:6][C:5]([C:8](=[C:18]2[CH2:23][CH2:22][CH2:21][CH2:20][CH2:19]2)[C:10]2[CH:15]=[CH:14][C:13]([OH:16])=[CH:12][CH:11]=2)=[C:4]([F:17])[CH:3]=1. (3) Given the reactants [CH2:1]([O:3][C:4]([C@H:6]1[C@@H:11]([NH:12]C(OCC2C=CC=CC=2)=O)[CH2:10][CH2:9][N:8]([CH2:23][CH2:24][O:25][C:26]2[CH:35]=[N:34][C:33]3[C:28](=[CH:29][C:30]([O:36][CH3:37])=[CH:31][CH:32]=3)[N:27]=2)[CH2:7]1)=[O:5])[CH3:2], predict the reaction product. The product is: [CH2:1]([O:3][C:4]([C@H:6]1[C@@H:11]([NH2:12])[CH2:10][CH2:9][N:8]([CH2:23][CH2:24][O:25][C:26]2[CH:35]=[N:34][C:33]3[C:28](=[CH:29][C:30]([O:36][CH3:37])=[CH:31][CH:32]=3)[N:27]=2)[CH2:7]1)=[O:5])[CH3:2]. (4) Given the reactants [F:1][C:2]1[CH:7]=[CH:6][C:5]([N:8]2[C:12]3=[N:13][CH:14]=[CH:15][C:16](I)=[C:11]3[CH:10]=[N:9]2)=[CH:4][CH:3]=1.CC1(C)C(C)(C)[O:22][B:21](B2OC(C)(C)C(C)(C)O2)[O:20]1.C([O-])(=O)C.[K+].C(Cl)Cl, predict the reaction product. The product is: [F:1][C:2]1[CH:7]=[CH:6][C:5]([N:8]2[C:12]3=[N:13][CH:14]=[CH:15][C:16]([B:21]([OH:22])[OH:20])=[C:11]3[CH:10]=[N:9]2)=[CH:4][CH:3]=1. (5) The product is: [F:17][C:16]([F:19])([F:18])[S:13]([O:4][CH2:3][CH:2]([F:1])[CH2:5][O:6][S:13]([C:16]([F:17])([F:18])[F:19])(=[O:14])=[O:15])(=[O:15])=[O:14]. Given the reactants [F:1][CH:2]([CH2:5][OH:6])[CH2:3][OH:4].N1C=CC=CC=1.[S:13](O[S:13]([C:16]([F:19])([F:18])[F:17])(=[O:15])=[O:14])([C:16]([F:19])([F:18])[F:17])(=[O:15])=[O:14], predict the reaction product. (6) Given the reactants O1[CH:5]=[CH:4][C:3]([C:6]2([NH:9][C:10](=[O:16])[O:11][C:12]([CH3:15])([CH3:14])[CH3:13])[CH2:8][CH2:7]2)=[CH:2]1.[N:17]#[N:18].C([O-])(O)=O.[Na+].BrN1C(=O)CCC1=O, predict the reaction product. The product is: [N:17]1[CH:5]=[CH:4][C:3]([C:6]2([NH:9][C:10](=[O:16])[O:11][C:12]([CH3:15])([CH3:14])[CH3:13])[CH2:8][CH2:7]2)=[CH:2][N:18]=1. (7) The product is: [F:1][C:2]([F:7])([F:6])[C:3]([O-:5])=[O:4].[NH:49]1[CH2:50][CH2:51][CH2:11][C@H:10]1[C:12]([NH:14][CH2:15][CH2:16][N+:17]12[CH2:18][CH2:19][CH:20]([CH2:21][CH2:22]1)[CH2:23][CH2:24]2)=[O:13].[F:1][C:2]([F:7])([F:6])[C:3]([O-:5])=[O:4].[OH:40][C:27]([C:28]1[CH:33]=[CH:32][CH:31]=[CH:30][CH:29]=1)([C:34]1[CH:39]=[CH:38][CH:37]=[CH:36][CH:35]=1)[C:26]([O:25][C@@H:19]1[CH:20]2[CH2:21][CH2:22][N+:17]([CH2:16][CH2:15][NH:14][C:12]([C@H:52]3[CH2:51][CH2:53][CH2:2][CH2:50][NH:49]3)=[O:13])([CH2:24][CH2:23]2)[CH2:18]1)=[O:41].[F:1][C:2]([F:7])([F:6])[C:3]([O-:5])=[O:4].[OH:40][C:27]([C:28]1[CH:33]=[CH:32][CH:31]=[CH:30][CH:29]=1)([C:34]1[CH:39]=[CH:38][CH:37]=[CH:36][CH:35]=1)[C:26]([O:25][C@@H:19]1[CH:20]2[CH2:21][CH2:22][N+:17]([CH2:16][CH2:15][NH:14][C:12]([C@@H:3]3[CH2:2][CH2:52][CH2:51][CH2:50][NH:49]3)=[O:13])([CH2:24][CH2:23]2)[CH2:18]1)=[O:41].[F:1][C:2]([F:7])([F:6])[C:3]([O-:5])=[O:4].[NH:49]1[CH2:52][CH2:51][C@H:50]1[C:12]([NH:14][CH2:15][CH2:16][N+:17]12[CH2:24][CH2:23][CH:20]([CH2:21][CH2:22]1)[C@@H:19]([O:25][C:26](=[O:41])[C:27]([OH:40])([C:28]1[CH:33]=[CH:32][CH:31]=[CH:30][CH:29]=1)[C:34]1[CH:35]=[CH:36][CH:37]=[CH:38][CH:39]=1)[CH2:18]2)=[O:13]. Given the reactants [F:1][C:2]([F:7])([F:6])[C:3]([O-:5])=[O:4].N1[CH2:11][CH:10]([C:12]([NH:14][CH2:15][CH2:16][N+:17]23[CH2:24][CH2:23][CH:20]([CH2:21][CH2:22]2)[C@@H:19]([O:25][C:26](=[O:41])[C:27]([OH:40])([C:34]2[CH:39]=[CH:38][CH:37]=[CH:36][CH:35]=2)[C:28]2[CH:33]=[CH:32][CH:31]=[CH:30][CH:29]=2)[CH2:18]3)=[O:13])C1.C([N:49]1[CH2:52][CH:51]([C:53](O)=O)[CH2:50]1)(OC(C)(C)C)=O, predict the reaction product.